Dataset: Full USPTO retrosynthesis dataset with 1.9M reactions from patents (1976-2016). Task: Predict the reactants needed to synthesize the given product. (1) Given the product [CH2:15]([C@H:9]1[CH2:10][CH2:11][CH2:12][C@H:13]([CH3:14])[NH:8]1)[CH2:16][CH2:17][CH:18]([CH3:20])[CH3:19], predict the reactants needed to synthesize it. The reactants are: C([N:8]1[C@@H:13]([CH3:14])[CH2:12][CH2:11][CH2:10][C@@H:9]1[CH2:15][CH2:16][CH2:17][CH:18]([CH3:20])[CH3:19])(OC(C)(C)C)=O. (2) Given the product [CH2:1]([CH2:3][NH2:4])[OH:2].[C:5]([O-:24])(=[O:23])[CH2:6][CH2:7][CH2:8][CH2:9][CH2:10][CH2:11][CH2:12][CH2:13][CH2:14][CH2:15][CH2:16][CH2:17][CH2:18][CH2:19][CH2:20][CH2:21][CH3:22].[Na+:25].[C:26](=[O:27])([O-:29])[O-:28].[K+:30].[K+:30], predict the reactants needed to synthesize it. The reactants are: [CH2:1]([CH2:3][NH2:4])[OH:2].[C:5]([O-:24])(=[O:23])[CH2:6][CH2:7][CH2:8][CH2:9][CH2:10][CH2:11][CH2:12][CH2:13][CH2:14][CH2:15][CH2:16][CH2:17][CH2:18][CH2:19][CH2:20][CH2:21][CH3:22].[Na+:25].[C:26](=[O:29])([O-:28])[O-:27].[K+:30].[K+].